Dataset: CYP1A2 inhibition data for predicting drug metabolism from PubChem BioAssay. Task: Regression/Classification. Given a drug SMILES string, predict its absorption, distribution, metabolism, or excretion properties. Task type varies by dataset: regression for continuous measurements (e.g., permeability, clearance, half-life) or binary classification for categorical outcomes (e.g., BBB penetration, CYP inhibition). Dataset: cyp1a2_veith. (1) The drug is COc1cc([C@H]2c3cc4c(cc3[C@@H](O[C@H]3O[C@H]5CO[C@@H](C)O[C@H]5[C@@H](O)[C@@H]3O)[C@@H]3COC(=O)[C@H]23)OCO4)cc(OC)c1O. The result is 0 (non-inhibitor). (2) The molecule is Cc1ccccc1NC(=O)Cc1c(O)c2ccccc2[nH]c1=O. The result is 0 (non-inhibitor). (3) The molecule is O=c1onc2n1-c1cc(Br)ccc1OC2. The result is 1 (inhibitor). (4) The drug is CN1CCC(N(C)C(=O)CCc2nc3ccccc3c(=O)[nH]2)CC1. The result is 0 (non-inhibitor). (5) The compound is O=C(NC1CCCC1)c1cccnc1N1CCCCCC1. The result is 1 (inhibitor). (6) The molecule is C=CC[N+]1(CC#CCOC(c2ccccc2)c2ccccc2)CCOCC1.[Cl-]. The result is 0 (non-inhibitor). (7) The drug is CC(C)CN1CC[C@@]2(CCCN(C(=O)c3csnn3)C2)C1. The result is 0 (non-inhibitor). (8) The compound is C/C(=N\OC(=O)c1ccccc1)c1cc(-c2ccc(Cl)cc2)no1. The result is 1 (inhibitor).